Dataset: Catalyst prediction with 721,799 reactions and 888 catalyst types from USPTO. Task: Predict which catalyst facilitates the given reaction. (1) Reactant: [C:1]([C:4]1[S:8][C:7]([C:9]([OH:11])=O)=[CH:6][CH:5]=1)(=[O:3])[CH3:2].S(Cl)(Cl)=O.[NH2:16][C:17]1[CH:34]=[CH:33][C:20]([C:21]([C:23]2[CH:31]=[C:30]3[C:26]([CH2:27][C:28](=[O:32])[NH:29]3)=[CH:25][CH:24]=2)=[O:22])=[CH:19][CH:18]=1. The catalyst class is: 1. Product: [O:32]=[C:28]1[CH2:27][C:26]2[C:30](=[CH:31][C:23]([C:21]([C:20]3[CH:19]=[CH:18][C:17]([NH:16][C:9]([C:7]4[S:8][C:4]([C:1](=[O:3])[CH3:2])=[CH:5][CH:6]=4)=[O:11])=[CH:34][CH:33]=3)=[O:22])=[CH:24][CH:25]=2)[NH:29]1. (2) Reactant: [NH2:1][CH2:2][C:3]1[CH:12]=[CH:11][C:6]([C:7]([O:9][CH3:10])=[O:8])=[CH:5][CH:4]=1.C(N(CC)CC)C.[Cl:20][C:21]1[S:25][C:24]([S:26](Cl)(=[O:28])=[O:27])=[CH:23][CH:22]=1. Product: [Cl:20][C:21]1[S:25][C:24]([S:26]([NH:1][CH2:2][C:3]2[CH:4]=[CH:5][C:6]([C:7]([O:9][CH3:10])=[O:8])=[CH:11][CH:12]=2)(=[O:28])=[O:27])=[CH:23][CH:22]=1. The catalyst class is: 96. (3) Reactant: [Si:1]([O:8][CH:9]([CH:15]1[CH2:24][CH2:23][C:22]2[C:17](=[CH:18][CH:19]=[C:20]([C:25]3[CH:30]=[CH:29][CH:28]=[CH:27][CH:26]=3)[CH:21]=2)[CH2:16]1)[C:10]1[O:11][CH:12]=[CH:13][N:14]=1)([C:4]([CH3:7])([CH3:6])[CH3:5])([CH3:3])[CH3:2].[Li]CCCC.[Sn:36](Cl)([CH2:45][CH2:46][CH2:47][CH3:48])([CH2:41][CH2:42][CH2:43][CH3:44])[CH2:37][CH2:38][CH2:39][CH3:40]. Product: [Si:1]([O:8][CH:9]([CH:15]1[CH2:24][CH2:23][C:22]2[C:17](=[CH:18][CH:19]=[C:20]([C:25]3[CH:30]=[CH:29][CH:28]=[CH:27][CH:26]=3)[CH:21]=2)[CH2:16]1)[C:10]1[O:11][C:12]([Sn:36]([CH2:41][CH2:42][CH2:43][CH3:44])([CH2:45][CH2:46][CH2:47][CH3:48])[CH2:37][CH2:38][CH2:39][CH3:40])=[CH:13][N:14]=1)([C:4]([CH3:7])([CH3:5])[CH3:6])([CH3:3])[CH3:2]. The catalyst class is: 49. (4) Reactant: Cl.O.[OH:3][C:4]12[C:15]3[C:10](=[C:11]([N+:16]([O-])=O)[CH:12]=[CH:13][CH:14]=3)[C:9](=[O:19])[C:8]1([NH:20][C:21]([C:23]1[S:27][C:26]3[CH:28]=[CH:29][CH:30]=[CH:31][C:25]=3[C:24]=1[CH3:32])=[O:22])[C:7]1[CH:33]=[CH:34][C:35]([CH:37]([CH3:39])[CH3:38])=[CH:36][C:6]=1[O:5]2. Product: [NH2:16][C:11]1[CH:12]=[CH:13][CH:14]=[C:15]2[C:10]=1[C:9](=[O:19])[C:8]1([NH:20][C:21]([C:23]3[S:27][C:26]4[CH:28]=[CH:29][CH:30]=[CH:31][C:25]=4[C:24]=3[CH3:32])=[O:22])[C:7]3[CH:33]=[CH:34][C:35]([CH:37]([CH3:39])[CH3:38])=[CH:36][C:6]=3[O:5][C:4]12[OH:3]. The catalyst class is: 186. (5) Reactant: [Si:1]([O:8][CH2:9][C@@H:10]([C:39]1[CH:44]=[CH:43][CH:42]=[CH:41][C:40]=1[Cl:45])[O:11][C:12]1[CH:16]=[C:15]([N:17]2[C:25]3[CH:24]=[C:23]([CH2:26][O:27][Si:28]([C:31]([CH3:34])([CH3:33])[CH3:32])([CH3:30])[CH3:29])[N:22]=[CH:21][C:20]=3[N:19]=[CH:18]2)[S:14][C:13]=1[C:35]([O:37]C)=O)([C:4]([CH3:7])([CH3:6])[CH3:5])([CH3:3])[CH3:2].[NH3:46]. Product: [Si:1]([O:8][CH2:9][C@@H:10]([C:39]1[CH:44]=[CH:43][CH:42]=[CH:41][C:40]=1[Cl:45])[O:11][C:12]1[CH:16]=[C:15]([N:17]2[C:25]3[CH:24]=[C:23]([CH2:26][O:27][Si:28]([C:31]([CH3:34])([CH3:33])[CH3:32])([CH3:30])[CH3:29])[N:22]=[CH:21][C:20]=3[N:19]=[CH:18]2)[S:14][C:13]=1[C:35]([NH2:46])=[O:37])([C:4]([CH3:7])([CH3:5])[CH3:6])([CH3:2])[CH3:3]. The catalyst class is: 5.